From a dataset of Reaction yield outcomes from USPTO patents with 853,638 reactions. Predict the reaction yield, written as a fraction of the theoretical maximum amount of product (1.0 means a 100% yield; for example, 0.34 means a 34% yield). (1) The reactants are [F:1][C:2]1[CH:7]=[C:6](F)[CH:5]=[CH:4][C:3]=1[N+:9]([O-:11])=[O:10].[C:12]([O:22][C:23]([CH3:26])([CH3:25])[CH3:24])(=[O:21])[CH2:13][C:14]([O:16][C:17]([CH3:20])([CH3:19])[CH3:18])=[O:15].[H-].[Na+].Cl. The catalyst is C1COCC1. The product is [F:1][C:2]1[CH:7]=[C:6]([CH:13]([C:14]([O:16][C:17]([CH3:20])([CH3:19])[CH3:18])=[O:15])[C:12]([O:22][C:23]([CH3:26])([CH3:24])[CH3:25])=[O:21])[CH:5]=[CH:4][C:3]=1[N+:9]([O-:11])=[O:10]. The yield is 0.130. (2) The reactants are S1C=CC(C2N3N=C(N)N=C3C=CC=2)=C1.Br[C:17]1[CH:18]=[CH:19][C:20]2[N:21]([N:23]=[C:24]([NH:26][C:27](=[O:34])[C:28]3[CH:33]=[CH:32][CH:31]=[CH:30][CH:29]=3)[N:25]=2)[CH:22]=1.[OH:35][C:36]1[CH:37]=[C:38](B(O)O)[CH:39]=[CH:40][CH:41]=1. No catalyst specified. The product is [OH:35][C:36]1[CH:41]=[C:40]([C:17]2[CH:18]=[CH:19][C:20]3[N:21]([N:23]=[C:24]([NH:26][C:27](=[O:34])[C:28]4[CH:33]=[CH:32][CH:31]=[CH:30][CH:29]=4)[N:25]=3)[CH:22]=2)[CH:39]=[CH:38][CH:37]=1. The yield is 0.120. (3) The reactants are [CH2:1]([N:8]1[CH:12]=[C:11]([CH2:13][OH:14])[C:10]([O:15][CH2:16][C:17]2[CH:22]=[CH:21][C:20]([O:23][CH2:24][C:25]3[N:26]=[C:27]([C:31]4[O:32][CH:33]=[CH:34][CH:35]=4)[O:28][C:29]=3[CH3:30])=[C:19]([CH2:36][CH3:37])[CH:18]=2)=[N:9]1)[C:2]1[CH:7]=[CH:6][CH:5]=[CH:4][CH:3]=1. The catalyst is [O-2].[O-2].[Mn+4].O1CCCC1. The product is [CH2:1]([N:8]1[CH:12]=[C:11]([CH:13]=[O:14])[C:10]([O:15][CH2:16][C:17]2[CH:22]=[CH:21][C:20]([O:23][CH2:24][C:25]3[N:26]=[C:27]([C:31]4[O:32][CH:33]=[CH:34][CH:35]=4)[O:28][C:29]=3[CH3:30])=[C:19]([CH2:36][CH3:37])[CH:18]=2)=[N:9]1)[C:2]1[CH:3]=[CH:4][CH:5]=[CH:6][CH:7]=1. The yield is 0.870. (4) The reactants are [Br:1][C:2]1[C:3]([CH3:13])=[N:4][C:5]([C:8]2[N:12]=[CH:11][NH:10][N:9]=2)=[CH:6][CH:7]=1.C(=O)([O-])[O-].[Na+].[Na+].[C:20](O[C:20]([O:22][C:23]([CH3:26])([CH3:25])[CH3:24])=[O:21])([O:22][C:23]([CH3:26])([CH3:25])[CH3:24])=[O:21]. The catalyst is O1CCOCC1.O. The product is [Br:1][C:2]1[CH:7]=[CH:6][C:5]([C:8]2[N:12]=[CH:11][N:10]([C:20]([O:22][C:23]([CH3:26])([CH3:25])[CH3:24])=[O:21])[N:9]=2)=[N:4][C:3]=1[CH3:13]. The yield is 0.600. (5) The reactants are Cl.[Cl:2][C:3]1[CH:4]=[N+:5]([O-:32])[CH:6]=[C:7]([Cl:31])[C:8]=1[CH2:9][C@@H:10]([C:19]1[CH:24]=[CH:23][C:22]([O:25][CH:26]([F:28])[F:27])=[C:21]([O:29][CH3:30])[CH:20]=1)[O:11][C:12]([C@H:14]1[NH:18][CH2:17][CH2:16][S:15]1)=[O:13].[CH3:33][N:34]([CH3:47])[C:35]([C:37]1[CH:38]=[C:39]([S:43](Cl)(=[O:45])=[O:44])[CH:40]=[CH:41][CH:42]=1)=[O:36]. The catalyst is N1C=CC=CC=1.C(Cl)Cl. The product is [Cl:2][C:3]1[CH:4]=[N+:5]([O-:32])[CH:6]=[C:7]([Cl:31])[C:8]=1[CH2:9][C@@H:10]([C:19]1[CH:24]=[CH:23][C:22]([O:25][CH:26]([F:28])[F:27])=[C:21]([O:29][CH3:30])[CH:20]=1)[O:11][C:12]([C@H:14]1[N:18]([S:43]([C:39]2[CH:40]=[CH:41][CH:42]=[C:37]([C:35](=[O:36])[N:34]([CH3:33])[CH3:47])[CH:38]=2)(=[O:45])=[O:44])[CH2:17][CH2:16][S:15]1)=[O:13]. The yield is 0.316. (6) The reactants are [Cl:1][C:2]1[C:10]2[N:9]=[C:8]3[N:11]([C:15]4[C:16]([CH3:23])=[N:17][C:18]([O:21][CH3:22])=[CH:19][CH:20]=4)[CH2:12][CH2:13][CH2:14][N:7]3[C:6]=2[C:5]([CH:24]([OH:27])[CH2:25][CH3:26])=[CH:4][CH:3]=1.[C:28](OC(=O)C)(=[O:30])[CH3:29]. The catalyst is N1C=CC=CC=1. The product is [C:28]([O:27][CH:24]([C:5]1[C:6]2[N:7]3[CH2:14][CH2:13][CH2:12][N:11]([C:15]4[C:16]([CH3:23])=[N:17][C:18]([O:21][CH3:22])=[CH:19][CH:20]=4)[C:8]3=[N:9][C:10]=2[C:2]([Cl:1])=[CH:3][CH:4]=1)[CH2:25][CH3:26])(=[O:30])[CH3:29]. The yield is 0.670. (7) The reactants are C(=O)([O-])[O-].[Cs+].[Cs+].ClC1N=[C:12]([C:14](=[N:28][OH:29])[C:15]([F:27])([F:26])[C:16]2[CH:17]=[C:18]3[C:23](=[CH:24][CH:25]=2)[N:22]=[CH:21][CH:20]=[CH:19]3)[C:11](F)=[CH:10][CH:9]=1.[F:31][C:32]1[CH:33]=[C:34](B(O)O)[CH:35]=[C:36]([F:38])[CH:37]=1.[CH3:42][N:43](C=O)C. The catalyst is O.C1C=CC(P(C2C=CC=CC=2)[C-]2C=CC=C2)=CC=1.C1C=CC(P(C2C=CC=CC=2)[C-]2C=CC=C2)=CC=1.Cl[Pd]Cl.[Fe+2].C(Cl)Cl. The product is [F:31][C:32]1[CH:33]=[C:34]([C:10]2[CH:11]=[C:12]3[C:14]([C:15]([F:26])([F:27])[C:16]4[CH:17]=[C:18]5[C:23](=[CH:24][CH:25]=4)[N:22]=[CH:21][CH:20]=[CH:19]5)=[N:28][O:29][C:42]3=[N:43][CH:9]=2)[CH:35]=[C:36]([F:38])[CH:37]=1. The yield is 0.0900.